Dataset: Reaction yield outcomes from USPTO patents with 853,638 reactions. Task: Predict the reaction yield, written as a fraction of the theoretical maximum amount of product (1.0 means a 100% yield; for example, 0.34 means a 34% yield). (1) The reactants are [CH3:1][O:2][C:3]([C:7]1[CH:12]=[CH:11][N:10]2[CH:13]=[CH:14][N:15]=[C:9]2[N:8]=1)([O:5][CH3:6])[CH3:4].[Br-:16].[K+].C([O-])(=O)C.[Na+].BrBr.S([O-])([O-])=O.[Na+].[Na+]. The catalyst is CO. The product is [Br:16][C:13]1[N:10]2[CH:11]=[CH:12][C:7]([C:3]([O:5][CH3:6])([O:2][CH3:1])[CH3:4])=[N:8][C:9]2=[N:15][CH:14]=1. The yield is 0.690. (2) The reactants are C([O:4][C:5]1[C:14]2[C:9](=[CH:10][CH:11]=[C:12]([O:19][C:20]3[CH:25]=[CH:24][C:23]([O:26][C:27]([F:30])([F:29])[F:28])=[CH:22][CH:21]=3)[C:13]=2[C:15]([F:18])([F:17])[F:16])[N:8]=[C:7]([CH3:31])[C:6]=1[CH3:32])(=O)C.[OH-].[Na+].O.Cl. The catalyst is C(O)C. The product is [F:17][C:15]([F:16])([F:18])[C:13]1[C:12]([O:19][C:20]2[CH:25]=[CH:24][C:23]([O:26][C:27]([F:28])([F:30])[F:29])=[CH:22][CH:21]=2)=[CH:11][CH:10]=[C:9]2[C:14]=1[C:5]([OH:4])=[C:6]([CH3:32])[C:7]([CH3:31])=[N:8]2. The yield is 0.980. (3) The yield is 0.855. The catalyst is CN(C)C=O. The reactants are Br[C:2]1[CH:7]=[CH:6][C:5]([N+:8]([O-:10])=[O:9])=[CH:4][N:3]=1.[C:11]([O:15][C:16](=[O:25])[N:17]([CH3:24])[CH:18]1[CH2:23][CH2:22][NH:21][CH2:20][CH2:19]1)([CH3:14])([CH3:13])[CH3:12].C(N(CC)CC)C. The product is [C:11]([O:15][C:16](=[O:25])[N:17]([CH3:24])[CH:18]1[CH2:23][CH2:22][N:21]([C:2]2[CH:7]=[CH:6][C:5]([N+:8]([O-:10])=[O:9])=[CH:4][N:3]=2)[CH2:20][CH2:19]1)([CH3:14])([CH3:13])[CH3:12].